Dataset: Full USPTO retrosynthesis dataset with 1.9M reactions from patents (1976-2016). Task: Predict the reactants needed to synthesize the given product. (1) Given the product [C:9]([C:11]1([CH2:25][CH:26]2[CH2:28][CH2:27]2)[CH2:16][CH2:15][N:14]([C:17]([O:19][C:20]([CH3:23])([CH3:22])[CH3:21])=[O:18])[CH2:13][CH2:12]1)#[N:10], predict the reactants needed to synthesize it. The reactants are: C([N-]C(C)C)(C)C.[Li+].[C:9]([CH:11]1[CH2:16][CH2:15][N:14]([C:17]([O:19][C:20]([CH3:23])([CH3:22])[CH3:21])=[O:18])[CH2:13][CH2:12]1)#[N:10].Br[CH2:25][CH:26]1[CH2:28][CH2:27]1. (2) Given the product [Cl:15][C:16]1[CH:17]=[C:18]([NH:19][C:4]([C:6]2[CH:11]=[C:10]([C:12]#[N:13])[CH:9]=[C:8]([CH3:14])[N:7]=2)=[O:5])[CH:20]=[CH:21][C:22]=1[F:23], predict the reactants needed to synthesize it. The reactants are: C(O[C:4]([C:6]1[CH:11]=[C:10]([C:12]#[N:13])[CH:9]=[C:8]([CH3:14])[N:7]=1)=[O:5])C.[Cl:15][C:16]1[CH:17]=[C:18]([CH:20]=[CH:21][C:22]=1[F:23])[NH2:19]. (3) Given the product [BrH:15].[N+:5]([C:8]1[CH:13]=[CH:12][C:11]([CH2:14][S:3][C:2](=[NH:4])[NH2:1])=[CH:10][CH:9]=1)([O-:7])=[O:6], predict the reactants needed to synthesize it. The reactants are: [NH2:1][C:2]([NH2:4])=[S:3].[N+:5]([C:8]1[CH:13]=[CH:12][C:11]([CH2:14][Br:15])=[CH:10][CH:9]=1)([O-:7])=[O:6].[Br-]. (4) Given the product [OH:8][C@H:5]1[CH2:6][CH2:7][C@H:2]([NH:1][C:22]2[CH:23]=[CH:24][N:25]=[C:20]([C:19]3[CH:18]=[N:17][N:14]4[CH:15]=[CH:16][C:11]([C:9]#[N:10])=[CH:12][C:13]=34)[N:21]=2)[CH2:3][CH2:4]1, predict the reactants needed to synthesize it. The reactants are: [NH2:1][C@H:2]1[CH2:7][CH2:6][C@H:5]([OH:8])[CH2:4][CH2:3]1.[C:9]([C:11]1[CH:16]=[CH:15][N:14]2[N:17]=[CH:18][C:19]([C:20]3[N:25]=[C:24](N[C@@H]4CCCN(C(OC(C)(C)C)=O)C4)[CH:23]=[CH:22][N:21]=3)=[C:13]2[CH:12]=1)#[N:10]. (5) Given the product [C:32]([O:29][C@@H:26]1[CH2:27][CH2:28][N:24]([C:21]2[CH:22]=[CH:23][C:18]([N:13]3[C:14](=[O:17])[C:15]4[S:16][C:8]([C:5]5[CH:6]=[CH:7][C:2]([Cl:1])=[CH:3][CH:4]=5)=[CH:9][C:10]=4[N:11]=[CH:12]3)=[CH:19][C:20]=2[O:30][CH3:31])[CH2:25]1)(=[O:34])[CH3:33], predict the reactants needed to synthesize it. The reactants are: [Cl:1][C:2]1[CH:7]=[CH:6][C:5]([C:8]2[S:16][C:15]3[C:14](=[O:17])[N:13]([C:18]4[CH:23]=[CH:22][C:21]([N:24]5[CH2:28][CH2:27][C@@H:26]([OH:29])[CH2:25]5)=[C:20]([O:30][CH3:31])[CH:19]=4)[CH:12]=[N:11][C:10]=3[CH:9]=2)=[CH:4][CH:3]=1.[C:32](Cl)(=[O:34])[CH3:33]. (6) Given the product [Br:1][C:2]1[CH:3]=[C:4]2[C:9](=[CH:10][CH:11]=1)[N:8]=[CH:7][C:6]([C:12](=[O:14])[CH3:13])=[C:5]2[NH:27][C:25]1[CH:24]=[N:23][N:22]([CH:19]2[CH2:20][CH2:21][N:17]([CH3:16])[CH2:18]2)[CH:26]=1, predict the reactants needed to synthesize it. The reactants are: [Br:1][C:2]1[CH:3]=[C:4]2[C:9](=[CH:10][CH:11]=1)[N:8]=[CH:7][C:6]([C:12](=[O:14])[CH3:13])=[C:5]2Cl.[CH3:16][N:17]1[CH2:21][CH2:20][CH:19]([N:22]2[CH:26]=[C:25]([NH2:27])[CH:24]=[N:23]2)[CH2:18]1.